This data is from Full USPTO retrosynthesis dataset with 1.9M reactions from patents (1976-2016). The task is: Predict the reactants needed to synthesize the given product. (1) Given the product [ClH:11].[NH2:12][C:3]1[CH2:8][N:7]([CH3:9])[C:6](=[O:10])[CH2:5][N:4]=1, predict the reactants needed to synthesize it. The reactants are: CO[C:3]1[CH2:8][N:7]([CH3:9])[C:6](=[O:10])[CH2:5][N:4]=1.[Cl-:11].[NH4+:12]. (2) Given the product [I:13][C:7]1[C:8]([CH3:12])=[CH:9][CH:10]=[C:11]2[C:6]=1[CH:5]=[N:4][N:3]=[C:2]2[NH:14][C:15]1[CH:16]=[C:17]([C:21](=[O:23])[CH3:22])[CH:18]=[CH:19][CH:20]=1, predict the reactants needed to synthesize it. The reactants are: Cl[C:2]1[C:11]2[C:6](=[C:7]([I:13])[C:8]([CH3:12])=[CH:9][CH:10]=2)[CH:5]=[N:4][N:3]=1.[NH2:14][C:15]1[CH:16]=[C:17]([C:21](=[O:23])[CH3:22])[CH:18]=[CH:19][CH:20]=1.CCOC(C)=O. (3) Given the product [CH3:8][C:6]1[C:5]([C:9]([O:11][CH2:12][CH3:13])=[O:10])=[CH:4][N:3]=[C:2]([C:18]2[CH:17]=[N:16][N:15]([CH3:14])[CH:19]=2)[N:7]=1, predict the reactants needed to synthesize it. The reactants are: Cl[C:2]1[N:7]=[C:6]([CH3:8])[C:5]([C:9]([O:11][CH2:12][CH3:13])=[O:10])=[CH:4][N:3]=1.[CH3:14][N:15]1[CH:19]=[C:18](B2OC(C)(C)C(C)(C)O2)[CH:17]=[N:16]1.[O-]P([O-])([O-])=O.[K+].[K+].[K+].CC(=O)OCC. (4) Given the product [CH3:1][C:2]1[S:6][C:5]([C:7]2[CH:12]=[CH:11][CH:10]=[CH:9][CH:8]=2)=[N:4][C:3]=1[CH2:13][O:14][C:15]1[CH:19]=[C:18]([CH2:20][O:21][C:22]2[C:27]([CH2:28][C:29]([OH:37])=[O:34])=[CH:26][CH:25]=[CH:24][N:23]=2)[O:17][N:16]=1, predict the reactants needed to synthesize it. The reactants are: [CH3:1][C:2]1[S:6][C:5]([C:7]2[CH:12]=[CH:11][CH:10]=[CH:9][CH:8]=2)=[N:4][C:3]=1[CH2:13][O:14][C:15]1[CH:19]=[C:18]([CH2:20][O:21][C:22]2[C:27]([CH2:28][C:29]#N)=[CH:26][CH:25]=[CH:24][N:23]=2)[O:17][N:16]=1.C(O)C.[OH-:34].[Na+].Cl.[OH2:37]. (5) The reactants are: Br[C:2]1[CH:7]=[CH:6][N:5]=[C:4]([Cl:8])[CH:3]=1.[N:9]1([C:15]([O:17][CH2:18][CH:19]([CH3:21])[CH3:20])=[O:16])[CH2:14][CH2:13][NH:12][CH2:11][CH2:10]1.C(O[Na])(C)(C)C. Given the product [Cl:8][C:4]1[CH:3]=[C:2]([N:12]2[CH2:11][CH2:10][N:9]([C:15]([O:17][CH2:18][CH:19]([CH3:21])[CH3:20])=[O:16])[CH2:14][CH2:13]2)[CH:7]=[CH:6][N:5]=1, predict the reactants needed to synthesize it. (6) Given the product [OH:23][C:20]1[CH:21]=[CH:22][C:17]([C:15]([C:2]2[CH:7]=[CH:6][C:5]([C:8]([F:11])([F:10])[F:9])=[CH:4][CH:3]=2)=[O:25])=[N:18][CH:19]=1, predict the reactants needed to synthesize it. The reactants are: Br[C:2]1[CH:7]=[CH:6][C:5]([C:8]([F:11])([F:10])[F:9])=[CH:4][CH:3]=1.[Mg].II.[C:15]([C:17]1[CH:22]=[CH:21][C:20]([OH:23])=[CH:19][N:18]=1)#N.S(=O)(=O)(O)[OH:25]. (7) Given the product [F:62][C:61]([F:64])([F:63])[C:59]([OH:65])=[O:60].[CH3:8][N:9]1[C:13]2[CH:14]=[C:15]([C:18]3[C:22]4[CH:23]=[C:24]5[C:29](=[CH:30][C:21]=4[NH:20][N:19]=3)[NH:28][C:27](=[O:31])[N:26]([C@@H:32]([C:34]3[CH:39]=[CH:38][CH:37]=[CH:36][CH:35]=3)[CH3:33])[CH2:25]5)[CH:16]=[CH:17][C:12]=2[N:11]=[N:10]1, predict the reactants needed to synthesize it. The reactants are: C([SiH](CC)CC)C.[CH3:8][N:9]1[C:13]2[CH:14]=[C:15]([C:18]3[C:22]4[CH:23]=[C:24]5[C:29](=[CH:30][C:21]=4[N:20](C(C4C=CC=CC=4)(C4C=CC=CC=4)C4C=CC=CC=4)[N:19]=3)[NH:28][C:27](=[O:31])[N:26]([C@@H:32]([C:34]3[CH:39]=[CH:38][CH:37]=[CH:36][CH:35]=3)[CH3:33])[CH2:25]5)[CH:16]=[CH:17][C:12]=2[N:11]=[N:10]1.[C:59]([OH:65])([C:61]([F:64])([F:63])[F:62])=[O:60]. (8) Given the product [Cl:31][C:2]1[CH:3]=[CH:4][C:5]2[C:11]3[C:12]([O:20][CH3:21])=[C:13]([O:18][CH3:19])[C:14]([O:16][CH3:17])=[CH:15][C:10]=3[CH2:9][CH2:8][C@H:7]([NH:22][C:23](=[O:25])[CH3:24])[C:6]=2[CH:26]=1, predict the reactants needed to synthesize it. The reactants are: N[C:2]1[CH:3]=[CH:4][C:5]2[C:11]3[C:12]([O:20][CH3:21])=[C:13]([O:18][CH3:19])[C:14]([O:16][CH3:17])=[CH:15][C:10]=3[CH2:9][CH2:8][C@H:7]([NH:22][C:23](=[O:25])[CH3:24])[C:6]=2[CH:26]=1.N([O-])=O.[Na+].[Cl-:31].